From a dataset of TCR-epitope binding with 47,182 pairs between 192 epitopes and 23,139 TCRs. Binary Classification. Given a T-cell receptor sequence (or CDR3 region) and an epitope sequence, predict whether binding occurs between them. The epitope is VLAWLYAAV. The TCR CDR3 sequence is CASSYREGGELFF. Result: 0 (the TCR does not bind to the epitope).